This data is from Forward reaction prediction with 1.9M reactions from USPTO patents (1976-2016). The task is: Predict the product of the given reaction. (1) Given the reactants BrCC1C=CC2C(=CC=CC=2)C=1.C[O:14][C:15]([C:17]1[CH:22]=[CH:21][C:20]([CH:23]2[CH:28]([CH2:29][O:30][C:31]([C:44]3[CH:49]=[CH:48][CH:47]=[CH:46][CH:45]=3)([C:38]3[CH:43]=[CH:42][CH:41]=[CH:40][CH:39]=3)[C:32]3[CH:37]=[CH:36][CH:35]=[CH:34][CH:33]=3)[CH2:27][N:26]([C:50]([O:52][C:53]([CH3:56])([CH3:55])[CH3:54])=[O:51])[CH2:25][CH:24]2[O:57][CH2:58][C:59]2[CH:68]=[CH:67][C:66]3[C:61](=[CH:62][CH:63]=[CH:64][CH:65]=3)[CH:60]=2)=[CH:19][CH:18]=1)=O.[BH4-].[Li+], predict the reaction product. The product is: [OH:14][CH2:15][C:17]1[CH:22]=[CH:21][C:20]([CH:23]2[CH:28]([CH2:29][O:30][C:31]([C:38]3[CH:43]=[CH:42][CH:41]=[CH:40][CH:39]=3)([C:32]3[CH:37]=[CH:36][CH:35]=[CH:34][CH:33]=3)[C:44]3[CH:45]=[CH:46][CH:47]=[CH:48][CH:49]=3)[CH2:27][N:26]([C:50]([O:52][C:53]([CH3:56])([CH3:54])[CH3:55])=[O:51])[CH2:25][CH:24]2[O:57][CH2:58][C:59]2[CH:68]=[CH:67][C:66]3[C:61](=[CH:62][CH:63]=[CH:64][CH:65]=3)[CH:60]=2)=[CH:19][CH:18]=1. (2) Given the reactants OS(O)(=O)=O.[NH2:6][C:7]1[N:11]([C:12]2[CH:17]=[CH:16][CH:15]=[CH:14][CH:13]=2)[N:10]=[C:9]([C:18]([CH3:23])([CH3:22])[C:19]([OH:21])=[O:20])[CH:8]=1.C([O-])(O)=O.[Na+].[CH3:29][CH2:30]O, predict the reaction product. The product is: [NH2:6][C:7]1[N:11]([C:12]2[CH:17]=[CH:16][CH:15]=[CH:14][CH:13]=2)[N:10]=[C:9]([C:18]([CH3:23])([CH3:22])[C:19]([O:21][CH2:29][CH3:30])=[O:20])[CH:8]=1.